From a dataset of Forward reaction prediction with 1.9M reactions from USPTO patents (1976-2016). Predict the product of the given reaction. (1) The product is: [CH3:11][O-:12].[Na+:10].[CH3:11][O:12][C:3]1[S:4][CH:5]=[CH:6][CH:7]=1. Given the reactants [Na].Br[C:3]1[S:4][CH:5]=[CH:6][CH:7]=1.[C-]#N.[Na+:10].[CH3:11][OH:12], predict the reaction product. (2) Given the reactants [CH2:1]([C:5]1(O)[C:9]2[CH:10]=[C:11]([NH:16][C:17](=[O:23])[CH2:18][C:19]([CH3:22])([CH3:21])[CH3:20])[C:12]([CH3:15])=[C:13]([CH3:14])[C:8]=2[O:7][C:6]1([CH3:25])[CH3:24])[CH2:2][CH2:3][CH3:4], predict the reaction product. The product is: [CH2:1]([CH:5]1[C:9]2[CH:10]=[C:11]([NH:16][C:17](=[O:23])[CH2:18][C:19]([CH3:22])([CH3:21])[CH3:20])[C:12]([CH3:15])=[C:13]([CH3:14])[C:8]=2[O:7][C:6]1([CH3:24])[CH3:25])[CH2:2][CH2:3][CH3:4]. (3) The product is: [S:1]1[C:5]2[CH:6]=[CH:7][CH:8]=[CH:9][C:4]=2[C:3]([C@H:10]2[CH2:15][CH2:14][C@H:13]([C:16]3[N:25]4[C:19]([CH2:20][N:21]([CH:31]5[CH2:34][CH2:33][CH2:32]5)[CH2:22][C:23]5[CH:29]=[C:28]([Cl:30])[CH:27]=[CH:26][C:24]=54)=[N:18][N:17]=3)[CH2:12][CH2:11]2)=[N:2]1. Given the reactants [S:1]1[C:5]2[CH:6]=[CH:7][CH:8]=[CH:9][C:4]=2[C:3]([C@H:10]2[CH2:15][CH2:14][C@H:13]([C:16]3[N:25]4[C:19]([CH2:20][NH:21][CH2:22][C:23]5[CH:29]=[C:28]([Cl:30])[CH:27]=[CH:26][C:24]=54)=[N:18][N:17]=3)[CH2:12][CH2:11]2)=[N:2]1.[C:31]1(=O)[CH2:34][CH2:33][CH2:32]1.C(O)(=O)C.C(O[BH-](OC(=O)C)OC(=O)C)(=O)C.[Na+].C(N(C(C)C)C(C)C)C, predict the reaction product. (4) Given the reactants [CH2:1]([N:8]1[C@H:12]2[CH2:13][CH2:14][C@@:15]3([CH:19]=[CH:18][CH2:17][O:16]3)[C@:9]1([C:29]1[CH:34]=[CH:33][CH:32]=[CH:31][CH:30]=1)[CH2:10][C@H:11]2[S:20]([C:23]1[CH:28]=[CH:27][CH:26]=[CH:25][CH:24]=1)(=[O:22])=[O:21])[C:2]1[CH:7]=[CH:6][CH:5]=[CH:4][CH:3]=1.[CH2:35]([O:42][C:43]1[CH:48]=[CH:47][C:46]([O:49][C:50]([F:53])([F:52])[F:51])=[CH:45][C:44]=1I)[C:36]1[CH:41]=[CH:40][CH:39]=[CH:38][CH:37]=1.[Cl-].[Li+].C(N(CC)CC)C.C([O-])=O.[K+], predict the reaction product. The product is: [CH2:1]([N:8]1[C@H:12]2[CH2:13][CH2:14][C@@:15]3([CH2:19][C@@H:18]([C:44]4[CH:45]=[C:46]([O:49][C:50]([F:53])([F:52])[F:51])[CH:47]=[CH:48][C:43]=4[O:42][CH2:35][C:36]4[CH:37]=[CH:38][CH:39]=[CH:40][CH:41]=4)[CH2:17][O:16]3)[C@:9]1([C:29]1[CH:34]=[CH:33][CH:32]=[CH:31][CH:30]=1)[CH2:10][C@H:11]2[S:20]([C:23]1[CH:24]=[CH:25][CH:26]=[CH:27][CH:28]=1)(=[O:21])=[O:22])[C:2]1[CH:3]=[CH:4][CH:5]=[CH:6][CH:7]=1.